From a dataset of Full USPTO retrosynthesis dataset with 1.9M reactions from patents (1976-2016). Predict the reactants needed to synthesize the given product. (1) Given the product [Cl:9][C:10]1[CH:11]=[C:12]([CH:17]2[CH2:1][CH:18]2[CH2:19][OH:20])[CH:13]=[CH:14][C:15]=1[Cl:16], predict the reactants needed to synthesize it. The reactants are: [CH2:1]([Zn]CC)C.ICI.[Cl:9][C:10]1[CH:11]=[C:12](/[CH:17]=[CH:18]/[CH2:19][OH:20])[CH:13]=[CH:14][C:15]=1[Cl:16]. (2) The reactants are: [N:1]1([C:7]2[CH:12]=[CH:11][C:10]([N:13]3[CH:22]=[C:21]4[C:15]([CH2:16][CH2:17][N:18](C(OC(C)(C)C)=O)[CH2:19][CH2:20]4)=[N:14]3)=[CH:9][CH:8]=2)[CH2:6][CH2:5][CH2:4][CH2:3][CH2:2]1.Cl. Given the product [N:1]1([C:7]2[CH:12]=[CH:11][C:10]([N:13]3[CH:22]=[C:21]4[C:15]([CH2:16][CH2:17][NH:18][CH2:19][CH2:20]4)=[N:14]3)=[CH:9][CH:8]=2)[CH2:6][CH2:5][CH2:4][CH2:3][CH2:2]1, predict the reactants needed to synthesize it. (3) Given the product [Cl:30][C:31]1[CH:36]=[CH:35][C:34]([NH:37][C:38](=[O:39])[N:10]([CH2:11][C:12]2[CH:20]=[CH:19][CH:18]=[C:17]3[C:13]=2[CH2:14][N:15]([CH:22]2[CH2:27][CH2:26][C:25](=[O:28])[NH:24][C:23]2=[O:29])[C:16]3=[O:21])[CH3:9])=[CH:33][CH:32]=1, predict the reactants needed to synthesize it. The reactants are: C(N(CC)CC)C.Cl.[CH3:9][NH:10][CH2:11][C:12]1[CH:20]=[CH:19][CH:18]=[C:17]2[C:13]=1[CH2:14][N:15]([CH:22]1[CH2:27][CH2:26][C:25](=[O:28])[NH:24][C:23]1=[O:29])[C:16]2=[O:21].[Cl:30][C:31]1[CH:36]=[CH:35][C:34]([N:37]=[C:38]=[O:39])=[CH:33][CH:32]=1.